From a dataset of Reaction yield outcomes from USPTO patents with 853,638 reactions. Predict the reaction yield, written as a fraction of the theoretical maximum amount of product (1.0 means a 100% yield; for example, 0.34 means a 34% yield). (1) The reactants are [CH:1]([N:4]1[CH2:9][CH2:8][CH:7]([O:10][C:11]2[CH:23]=[C:22]3[C:14]([N:15]4[C:20](=[CH:21]3)[C:19](=[O:24])[NH:18][CH2:17][CH2:16]4)=[N:13][CH:12]=2)[CH2:6][CH2:5]1)([CH3:3])[CH3:2].Br[CH2:26][CH:27]1[CH2:29][CH2:28]1.[H-].[Na+]. No catalyst specified. The product is [CH:27]1([CH2:26][N:18]2[CH2:17][CH2:16][N:15]3[C:20](=[CH:21][C:22]4[C:14]3=[N:13][CH:12]=[C:11]([O:10][CH:7]3[CH2:6][CH2:5][N:4]([CH:1]([CH3:3])[CH3:2])[CH2:9][CH2:8]3)[CH:23]=4)[C:19]2=[O:24])[CH2:29][CH2:28]1. The yield is 0.850. (2) The reactants are COC1C=C(C=CC=1OC)C[NH:7][C:8]1[N:30]=[CH:29][C:11]2[C:12]3[N:13]([CH:17]=[C:18]([C:20]4[N:24]([CH:25]([CH3:27])[CH3:26])[N:23]=[C:22]([CH3:28])[N:21]=4)[N:19]=3)[CH2:14][CH2:15][O:16][C:10]=2[CH:9]=1. The catalyst is C(O)(C(F)(F)F)=O. The product is [CH:25]([N:24]1[C:20]([C:18]2[N:19]=[C:12]3[C:11]4[CH:29]=[N:30][C:8]([NH2:7])=[CH:9][C:10]=4[O:16][CH2:15][CH2:14][N:13]3[CH:17]=2)=[N:21][C:22]([CH3:28])=[N:23]1)([CH3:27])[CH3:26]. The yield is 0.310. (3) The reactants are [CH3:1][C:2]1[NH:3][C:4]2[C:9]([C:10]=1[CH:11]1[CH2:16][CH2:15][N:14]([CH3:17])[CH2:13][CH2:12]1)=[CH:8][C:7]([OH:18])=[CH:6][CH:5]=2.[F:19][C:20]1[CH:25]=[CH:24][CH:23]=[C:22]([F:26])[C:21]=1[S:27](Cl)(=[O:29])=[O:28].C(Cl)(=O)C. The yield is 0.600. The catalyst is C1COCC1.[OH-].[Na+].O.C(O)C. The product is [CH3:1][C:2]1[NH:3][C:4]2[C:9]([C:10]=1[CH:11]1[CH2:16][CH2:15][N:14]([CH3:17])[CH2:13][CH2:12]1)=[CH:8][C:7]([O:18][S:27]([C:21]1[C:22]([F:26])=[CH:23][CH:24]=[CH:25][C:20]=1[F:19])(=[O:29])=[O:28])=[CH:6][CH:5]=2. (4) The reactants are Br[CH2:2][CH2:3][OH:4].C(=O)([O-])[O-].[K+].[K+].[Cl:11][C:12]1[CH:13]=[C:14]([CH:38]=[CH:39][C:40]=1[F:41])[NH:15][C:16]1[C:25]2[C:20](=[CH:21][C:22]([OH:37])=[CH:23][C:24]=2[O:26][CH2:27][C@H:28]2[CH2:32][CH2:31][CH2:30][N:29]2[C:33](=[O:36])[CH2:34][OH:35])[N:19]=[CH:18][N:17]=1.O. The catalyst is CN(C=O)C. The product is [Cl:11][C:12]1[CH:13]=[C:14]([CH:38]=[CH:39][C:40]=1[F:41])[NH:15][C:16]1[C:25]2[C:20](=[CH:21][C:22]([O:37][CH2:2][CH2:3][OH:4])=[CH:23][C:24]=2[O:26][CH2:27][C@H:28]2[CH2:32][CH2:31][CH2:30][N:29]2[C:33](=[O:36])[CH2:34][OH:35])[N:19]=[CH:18][N:17]=1. The yield is 0.450.